Predict the reaction yield, written as a fraction of the theoretical maximum amount of product (1.0 means a 100% yield; for example, 0.34 means a 34% yield). From a dataset of Reaction yield outcomes from USPTO patents with 853,638 reactions. The reactants are [F:1][C:2]1[CH:3]=[C:4]([OH:11])[CH:5]=[CH:6][C:7]=1[N+:8]([O-:10])=[O:9].Cl.[CH3:13][N:14]([CH3:18])[CH2:15][CH2:16]Cl.C(=O)([O-])[O-].[K+].[K+]. The catalyst is CC(=O)CC. The product is [F:1][C:2]1[CH:3]=[C:4]([CH:5]=[CH:6][C:7]=1[N+:8]([O-:10])=[O:9])[O:11][CH2:16][CH2:15][N:14]([CH3:18])[CH3:13]. The yield is 0.670.